Dataset: Experimentally validated miRNA-target interactions with 360,000+ pairs, plus equal number of negative samples. Task: Binary Classification. Given a miRNA mature sequence and a target amino acid sequence, predict their likelihood of interaction. (1) The miRNA is hsa-miR-4436a with sequence GCAGGACAGGCAGAAGUGGAU. The protein sequence of the target gene is MSEKSVEAAAELSAKDLKEKKEKVEEKASRKERKKEVVEEEENGAEEEEEETAEDGEEEDEGEEEDEEEEEEDDEGPALKRAAEEEDEADPKRQKTENGASA. Result: 1 (interaction). (2) The protein sequence of the target gene is MEGAPTVRQVMNEGDSSLATDLQEDVEENPSPTVEENNVVVKKQGPNLHNWSGDWSFWISSSTYKDRNEEYRRQFTHLPDTERLIADYACALQRDILLQGRLYLSENWLCFYSNIFRWETTISIALKNITFMTKEKTARLIPNAIQIVTESEKFFFTSFGARDRSYLSIFRLWQNVLLDKSLTRQEFWQLLQQNYGTELGLNAEEMENLSLSIEDVQPRSPGRSSLDDSGERDEKLSKSISFTSESISRVSETESFDGNSSKGGLGKEESQNEKQTKKSLLPTLEKKLTRVPSKSLDLNK.... The miRNA is mmu-miR-3964 with sequence AUAAGGUAGAAAGCACUAAA. Result: 0 (no interaction). (3) The miRNA is hsa-miR-3929 with sequence GAGGCUGAUGUGAGUAGACCACU. The protein sequence of the target gene is MGSVLSTDSGKSAPASATARALERRRDPELPVTSFDCAVCLEVLHQPVRTRCGHVFCRSCIATSLKNNKWTCPYCRAYLPSEGVPATDVAKRMKSEYKNCAECDTLVCLSEMRAHIRTCQKYIDKYGPLQELEETAARCVCPFCQRELYEDSLLDHCITHHRSERRPVFCPLCRLIPDENPSSFSGSLIRHLQVSHTLFYDDFIDFNIIEEALIRRVLDRSLLEYVNHSNTT. Result: 1 (interaction). (4) The miRNA is hsa-miR-450a-1-3p with sequence AUUGGGAACAUUUUGCAUGUAU. The protein sequence of the target gene is MADWLLLIPWNKIFTAACGCFFSDRNYIHKMEANLDDLHTTMEELKNGRDDLLRRVSIEEDKGLQQLAQVKGWISRVEIVESRFKDLLEDKSTETGRLCLFGFCSENCISSYNYGEKVMKNLEEVKELLSKKHFEVVAHKIPVPKVEEKNIHTTVGLYAMVEMAWKSLMNDEIRTLCLHGMGGVGKTTLLACINNKFVELESEFDVVIWVVVSKDFQLEGIQDQILGRLRLDKEWERETENKKASLINNNLKRKKFVLLLDDLWSEVDLNKIGVPPPTRENGAKIVFTKRSKEVSKYMKA.... Result: 0 (no interaction). (5) The miRNA is mmu-miR-6998-3p with sequence AGAGCUGCUCUGUGCCCACACA. The protein sequence of the target gene is MRENYETLVSVGTSELLPLSAFLSPAEAGGATSGESHQDKGQKPHLEHSSQGEQPQQSLHLTALVQLVKEIPEFLFGEVKGTEDYSESGSTSLDGEQTSPEVAVVVEACPPRGLLNSLPESPASHPSLATTPTGSSTSGGPPGDWAHGSPLPAIGTDDKPLSIEKEGVGASRETSIHSTQSLGQSKSYLRQERGSMGTGTLPENSPLQGLINCLKEILVPRPQHRGTAPDLPPSLPGLSVLKQTRAEVEAGSLPCPVKTEAASGDCPLQGLLNCLKEIPKAPDRRPSPSGASDLQLQEDP.... Result: 0 (no interaction). (6) The miRNA is hsa-miR-138-1-3p with sequence GCUACUUCACAACACCAGGGCC. The protein sequence of the target gene is MMEAIKKKMQMLKLDKENVLDRAEQAEAEQKQAEERSKQLEDELATMQKKLKGTEDELDKYSEALKDAQEKLELAEKKAADAEAEVASLNRRIQLVEEELDRAQERLATALQKLEEAEKAADESERGMKVIENRALKDEEKMELQEIQLKEAKHIAEEADRKYEEVARKLVIIEGDLERTEERAELAESKCSELEEELKNVTNNLKSLEAQAEKYSQKEDKYEEEIKILTDKLKEAETRAEFAERSVAKLEKTIDDLEDELYAQKLKYKAISDELDHALNDMTSI. Result: 0 (no interaction). (7) The protein sequence of the target gene is MKARRNKKQIPSFRKLIKTSKVKLENKLKNKQFKQQSTLKKYRKEQRKLRQAVKDAVSKKPIPLENPKEKRPGKRIEREEEEEEEALPLDMMDEDDLQLMKDLGQRVSFLTRDLSSSEPVHAKKRKHERIIDKYEKIPRTLQTAPEKELIHLLPIKDKSGIIPQTREKPVTDSNKDEEDQEEERELEEEIIEDPIQELTIEEHLIERKKKLQEKKMHIAALASAILSDPENNIKKLKELRSMLMEQDPDVAVTVRKLVIVSLMELFKDITPSYKIRPLTEAEKSTKTRKETQKLREFEEG.... Result: 0 (no interaction). The miRNA is rno-miR-350 with sequence UUCACAAAGCCCAUACACUUUCAC.